From a dataset of Reaction yield outcomes from USPTO patents with 853,638 reactions. Predict the reaction yield, written as a fraction of the theoretical maximum amount of product (1.0 means a 100% yield; for example, 0.34 means a 34% yield). (1) The product is [ClH:39].[C:1]1([N:7]([CH2:32][CH2:33][C:34]([O:36][CH2:37][CH3:38])=[O:35])[C:8]([C:10]2[CH:31]=[CH:30][C:13]3[N:14]([CH:27]4[CH2:28][CH2:29]4)[C:15]([CH2:17][NH:18][C:19]4[CH:24]=[CH:23][C:22]([C:25](=[NH:47])[NH2:26])=[CH:21][CH:20]=4)=[N:16][C:12]=3[CH:11]=2)=[O:9])[CH:2]=[CH:3][CH:4]=[CH:5][CH:6]=1. The reactants are [C:1]1([N:7]([CH2:32][CH2:33][C:34]([O:36][CH2:37][CH3:38])=[O:35])[C:8]([C:10]2[CH:31]=[CH:30][C:13]3[N:14]([CH:27]4[CH2:29][CH2:28]4)[C:15]([CH2:17][NH:18][C:19]4[CH:24]=[CH:23][C:22]([C:25]#[N:26])=[CH:21][CH:20]=4)=[N:16][C:12]=3[CH:11]=2)=[O:9])[CH:6]=[CH:5][CH:4]=[CH:3][CH:2]=1.[ClH:39].C(O)C.C(=O)([O-])[O-].[NH4+:47].[NH4+]. The catalyst is ClCCl.CO. The yield is 0.310. (2) The reactants are C(NC(C)C)(C)C.[Li]CCCC.[Br:13][C:14]1[CH:19]=[CH:18][C:17]([F:20])=[C:16]([F:21])[C:15]=1[F:22].[C:23](=[O:25])=[O:24]. The catalyst is C1COCC1. The product is [Br:13][C:14]1[C:15]([F:22])=[C:16]([F:21])[C:17]([F:20])=[C:18]([CH:19]=1)[C:23]([OH:25])=[O:24]. The yield is 0.945.